From a dataset of Peptide-MHC class I binding affinity with 185,985 pairs from IEDB/IMGT. Regression. Given a peptide amino acid sequence and an MHC pseudo amino acid sequence, predict their binding affinity value. This is MHC class I binding data. (1) The MHC is H-2-Kb with pseudo-sequence H-2-Kb. The peptide sequence is FSVGLPGFM. The binding affinity (normalized) is 0.301. (2) The peptide sequence is FQPQNGFFI. The MHC is H-2-Db with pseudo-sequence H-2-Db. The binding affinity (normalized) is 0.199.